Dataset: CYP3A4 inhibition data for predicting drug metabolism from PubChem BioAssay. Task: Regression/Classification. Given a drug SMILES string, predict its absorption, distribution, metabolism, or excretion properties. Task type varies by dataset: regression for continuous measurements (e.g., permeability, clearance, half-life) or binary classification for categorical outcomes (e.g., BBB penetration, CYP inhibition). Dataset: cyp3a4_veith. (1) The compound is CCCCCCOC(=O)C(C#N)c1nc2ccccc2nc1N1CCN(CC)CC1. The result is 1 (inhibitor). (2) The compound is CCOC(=O)CC(=O)Nc1nnc(CC)s1. The result is 0 (non-inhibitor). (3) The compound is COCCCn1nnnc1SCC(=O)N1CCCC1. The result is 0 (non-inhibitor). (4) The molecule is Cc1ccccc1-c1nc(CS(=O)CC(=O)NCCCN(C)c2ccccc2)c(C)o1. The result is 1 (inhibitor). (5) The drug is Brc1ccc2ncnc(Nc3cccc4ccccc34)c2c1. The result is 0 (non-inhibitor). (6) The compound is CCOc1ccc(N=C2NC(=O)S/C2=C\c2ccc(O)cc2)cc1. The result is 0 (non-inhibitor).